This data is from Forward reaction prediction with 1.9M reactions from USPTO patents (1976-2016). The task is: Predict the product of the given reaction. (1) Given the reactants [F:1][C:2]([F:15])([F:14])[CH2:3][O:4][C:5]1[CH:13]=[CH:12][C:8]([C:9]([OH:11])=O)=[CH:7][N:6]=1.Cl.[Cl:17][C:18]1[CH:25]=[C:24]([S:26]([CH3:29])(=[O:28])=[O:27])[CH:23]=[CH:22][C:19]=1[CH2:20][NH2:21].ON1C2C=CC=CC=2N=N1.Cl.C(N=C=NCCCN(C)C)C.C(N(C(C)C)CC)(C)C, predict the reaction product. The product is: [Cl:17][C:18]1[CH:25]=[C:24]([S:26]([CH3:29])(=[O:28])=[O:27])[CH:23]=[CH:22][C:19]=1[CH2:20][NH:21][C:9](=[O:11])[C:8]1[CH:12]=[CH:13][C:5]([O:4][CH2:3][C:2]([F:1])([F:15])[F:14])=[N:6][CH:7]=1. (2) Given the reactants [Cl:1][C:2]1[CH:3]=[C:4]([CH3:31])[C:5]2[N:10]=[C:9]([C:11]3[N:15]([C:16]4[C:21]([Cl:22])=[CH:20][CH:19]=[CH:18][N:17]=4)[N:14]=[C:13]([O:23][CH2:24][C:25]([F:28])([F:27])[F:26])[CH:12]=3)[O:8][C:7](=[O:29])[C:6]=2[CH:30]=1.[CH3:32][NH2:33].C(OCC)C, predict the reaction product. The product is: [Cl:1][C:2]1[CH:30]=[C:6]([C:7]([NH:33][CH3:32])=[O:29])[C:5]([NH:10][C:9]([C:11]2[N:15]([C:16]3[C:21]([Cl:22])=[CH:20][CH:19]=[CH:18][N:17]=3)[N:14]=[C:13]([O:23][CH2:24][C:25]([F:28])([F:27])[F:26])[CH:12]=2)=[O:8])=[C:4]([CH3:31])[CH:3]=1. (3) The product is: [N:1]1([C:19]([O:21][CH2:22][C:23]2[CH:28]=[CH:27][CH:26]=[CH:25][CH:24]=2)=[O:20])[CH:10]2[CH:5]([CH2:6][CH2:7][CH2:8][CH2:9]2)[NH:4][CH2:3][CH2:2]1. Given the reactants [NH:1]1[C@@H:10]2[C@@H:5]([CH2:6][CH2:7][CH2:8][CH2:9]2)[NH:4][CH2:3][CH2:2]1.C(N(CC)CC)C.Cl[C:19]([O:21][CH2:22][C:23]1[CH:28]=[CH:27][CH:26]=[CH:25][CH:24]=1)=[O:20], predict the reaction product. (4) The product is: [N:10]1[CH:9]=[CH:8][N:6]2[CH:7]=[C:2]([C:16]3[CH:17]=[C:18]([NH:19][S:20]([CH:23]4[CH2:24][CH2:25]4)(=[O:22])=[O:21])[C:13]([O:12][CH3:11])=[N:14][CH:15]=3)[CH:3]=[CH:4][C:5]=12. Given the reactants Br[C:2]1[CH:3]=[CH:4][C:5]2[N:6]([CH:8]=[CH:9][N:10]=2)[CH:7]=1.[CH3:11][O:12][C:13]1[C:18]([NH:19][S:20]([CH:23]2[CH2:25][CH2:24]2)(=[O:22])=[O:21])=[CH:17][C:16](B2OC(C)(C)C(C)(C)O2)=[CH:15][N:14]=1.CC([O-])=O.[K+].C(Cl)Cl, predict the reaction product. (5) Given the reactants C([O:3][C:4](=[O:25])[CH2:5][CH2:6][C:7]1[CH:12]=[CH:11][C:10]([S:13][CH2:14][CH2:15][C@H:16]([O:18]S(C)(=O)=O)[CH3:17])=[CH:9][C:8]=1[CH2:23][CH3:24])C.[F:26][C:27]1[CH:44]=[C:43]([F:45])[CH:42]=[CH:41][C:28]=1[O:29][C:30]1[CH:35]=[C:34]([C:36]([F:39])([F:38])[F:37])[CH:33]=[CH:32][C:31]=1O, predict the reaction product. The product is: [F:26][C:27]1[CH:44]=[C:43]([F:45])[CH:42]=[CH:41][C:28]=1[O:29][C:30]1[CH:35]=[C:34]([C:36]([F:39])([F:38])[F:37])[CH:33]=[CH:32][C:31]=1[O:18][C@@H:16]([CH3:17])[CH2:15][CH2:14][S:13][C:10]1[CH:11]=[CH:12][C:7]([CH2:6][CH2:5][C:4]([OH:3])=[O:25])=[C:8]([CH2:23][CH3:24])[CH:9]=1. (6) Given the reactants [F:1][CH:2]([F:34])[C:3]1[N:17](COCC[Si](C)(C)C)[C:6]2[N:7]=[CH:8][N:9]=[C:10]([N:11]3[CH2:16][CH2:15][O:14][CH2:13][CH2:12]3)[C:5]=2[C:4]=1[C:26]1[CH:27]=[C:28]([CH:31]=[CH:32][CH:33]=1)[C:29]#[N:30], predict the reaction product. The product is: [F:34][CH:2]([F:1])[C:3]1[NH:17][C:6]2[N:7]=[CH:8][N:9]=[C:10]([N:11]3[CH2:16][CH2:15][O:14][CH2:13][CH2:12]3)[C:5]=2[C:4]=1[C:26]1[CH:27]=[C:28]([CH:31]=[CH:32][CH:33]=1)[C:29]#[N:30]. (7) The product is: [Cl:32][C:12]1[N:11]2[C:5]3[CH:4]=[CH:3][C:2]([Cl:1])=[CH:31][C:6]=3[C@@H:7]([C:21]3[CH:26]=[CH:25][CH:24]=[C:23]([O:27][CH3:28])[C:22]=3[O:29][CH3:30])[O:8][C@H:9]([CH2:15][CH2:16][C:17]([O:19][CH3:20])=[O:18])[C:10]2=[CH:14][CH:13]=1. Given the reactants [Cl:1][C:2]1[CH:3]=[CH:4][C:5]2[N:11]3[CH:12]=[CH:13][CH:14]=[C:10]3[C@@H:9]([CH2:15][CH2:16][C:17]([O:19][CH3:20])=[O:18])[O:8][C@H:7]([C:21]3[CH:26]=[CH:25][CH:24]=[C:23]([O:27][CH3:28])[C:22]=3[O:29][CH3:30])[C:6]=2[CH:31]=1.[Cl:32]N1C(=O)CCC1=O.O, predict the reaction product. (8) Given the reactants [O:1]([CH2:8][CH2:9][CH2:10][CH2:11]Br)[C:2]1[CH:7]=[CH:6][CH:5]=[CH:4][CH:3]=1.[O-:13][S:14]([O-:16])=[O:15].[Na+:17].[Na+].CCO, predict the reaction product. The product is: [Na+:17].[O:1]([CH2:8][CH2:9][CH2:10][CH2:11][S:14]([O-:16])(=[O:15])=[O:13])[C:2]1[CH:7]=[CH:6][CH:5]=[CH:4][CH:3]=1. (9) Given the reactants [C:1]([O:5][C:6]([N:8]([C:50]([O:52][C:53]([CH3:56])([CH3:55])[CH3:54])=[O:51])[C:9]1[C:18]2[C:13](=[CH:14][C:15]([NH:19][CH:20]([C:24]3[CH:29]=[CH:28][C:27]([CH2:30][CH2:31][N:32]([CH3:49])[C:33]([NH:35][C:36]4[CH:41]=[CH:40][C:39]([S:42]([CH2:45][CH3:46])(=[O:44])=[O:43])=[C:38]([C:47]#[N:48])[CH:37]=4)=[O:34])=[CH:26][CH:25]=3)[C:21]([OH:23])=[O:22])=[CH:16][CH:17]=2)[CH:12]=[CH:11][N:10]=1)=[O:7])([CH3:4])([CH3:3])[CH3:2], predict the reaction product. The product is: [NH2:48][CH2:47][C:38]1[CH:37]=[C:36]([NH:35][C:33](=[O:34])[N:32]([CH2:31][CH2:30][C:27]2[CH:28]=[CH:29][C:24]([CH:20]([NH:19][C:15]3[CH:14]=[C:13]4[C:18](=[CH:17][CH:16]=3)[C:9]([N:8]([C:6]([O:5][C:1]([CH3:4])([CH3:3])[CH3:2])=[O:7])[C:50]([O:52][C:53]([CH3:54])([CH3:55])[CH3:56])=[O:51])=[N:10][CH:11]=[CH:12]4)[C:21]([OH:23])=[O:22])=[CH:25][CH:26]=2)[CH3:49])[CH:41]=[CH:40][C:39]=1[S:42]([CH2:45][CH3:46])(=[O:44])=[O:43]. (10) Given the reactants [CH:1]1([N:7]([CH2:32][CH2:33][NH:34][CH2:35][CH2:36][C:37]2[CH:46]=[CH:45][C:44]([OH:47])=[C:43]3[C:38]=2[CH:39]=[CH:40][C:41](=[O:48])[NH:42]3)[C:8](=[O:31])[CH2:9][CH2:10][N:11]([CH2:22][CH2:23][C:24]2[CH:29]=[CH:28][CH:27]=[C:26]([F:30])[CH:25]=2)C(=O)OCC2C=CC=CC=2)[CH2:6][CH2:5][CH2:4][CH2:3][CH2:2]1.[H][H], predict the reaction product. The product is: [CH:1]1([N:7]([CH2:32][CH2:33][NH:34][CH2:35][CH2:36][C:37]2[CH:46]=[CH:45][C:44]([OH:47])=[C:43]3[C:38]=2[CH:39]=[CH:40][C:41](=[O:48])[NH:42]3)[C:8](=[O:31])[CH2:9][CH2:10][NH:11][CH2:22][CH2:23][C:24]2[CH:29]=[CH:28][CH:27]=[C:26]([F:30])[CH:25]=2)[CH2:6][CH2:5][CH2:4][CH2:3][CH2:2]1.